From a dataset of Reaction yield outcomes from USPTO patents with 853,638 reactions. Predict the reaction yield, written as a fraction of the theoretical maximum amount of product (1.0 means a 100% yield; for example, 0.34 means a 34% yield). (1) The reactants are [F:1][C:2]([F:19])([F:18])[C:3](=O)[CH2:4][C:5]([C:7]1[CH:12]=[CH:11][C:10]([C:13]([F:16])([F:15])[F:14])=[CH:9][CH:8]=1)=O.[NH2:20][C:21]1[CH:25]=[CH:24][NH:23][N:22]=1. The catalyst is C(O)(=O)C. The product is [F:1][C:2]([F:19])([F:18])[C:3]1[N:22]2[N:23]=[CH:24][CH:25]=[C:21]2[N:20]=[C:5]([C:7]2[CH:12]=[CH:11][C:10]([C:13]([F:16])([F:15])[F:14])=[CH:9][CH:8]=2)[CH:4]=1. The yield is 0.990. (2) The reactants are [CH2:1]([O:5][C:6]1[N:14]=[C:13]2[C:9]([N:10]=[C:11]([O:27][CH3:28])[N:12]2[C:15]2C=N[C:18](OCCCCO)=[CH:19][CH:20]=2)=[C:8]([NH2:29])[N:7]=1)[CH2:2][CH2:3][CH3:4].C([N:32]([CH2:35]C)[CH2:33]C)C.CS(Cl)(=O)=O.[NH:42]1[CH2:51][CH2:50][CH:45]([C:46]([O:48][CH3:49])=[O:47])[CH2:44][CH2:43]1.C(N(C(C)C)CC)(C)C.[O:61]1[CH2:65][CH2:64][CH2:63][CH2:62]1. The catalyst is CN(C)C1C=CN=CC=1.CN(C)C=O.O. The product is [CH2:1]([O:5][C:6]1[N:14]=[C:13]2[C:9]([N:10]=[C:11]([O:27][CH3:28])[N:12]2[CH2:15][C:20]2[CH:35]=[N:32][C:33]([O:61][CH2:62][CH2:63][CH2:64][CH2:65][N:42]3[CH2:51][CH2:50][CH:45]([C:46]([O:48][CH3:49])=[O:47])[CH2:44][CH2:43]3)=[CH:18][CH:19]=2)=[C:8]([NH2:29])[N:7]=1)[CH2:2][CH2:3][CH3:4]. The yield is 0.750. (3) The reactants are CC([Si](C)(C)[O:6][CH2:7][C:8]1[CH:9]=[C:10]([C:14]2[CH:19]=[CH:18][CH:17]=[C:16]([C:20]([NH2:22])=O)[C:15]=2[F:23])[CH:11]=[CH:12][CH:13]=1)(C)C. The catalyst is C1COCC1. The product is [NH2:22][CH2:20][C:16]1[C:15]([F:23])=[C:14]([C:10]2[CH:11]=[CH:12][CH:13]=[C:8]([CH2:7][OH:6])[CH:9]=2)[CH:19]=[CH:18][CH:17]=1. The yield is 0.330. (4) The reactants are [I:1](O)(=O)(=O)=O.S(=O)(=O)(O)O.[I-:11].[K+].[Br:13][C:14]1[CH:19]=[CH:18][C:17]([Br:20])=[CH:16][CH:15]=1. No catalyst specified. The product is [Br:13][C:14]1[CH:19]=[C:18]([I:11])[C:17]([Br:20])=[CH:16][C:15]=1[I:1]. The yield is 0.500.